This data is from NCI-60 drug combinations with 297,098 pairs across 59 cell lines. The task is: Regression. Given two drug SMILES strings and cell line genomic features, predict the synergy score measuring deviation from expected non-interaction effect. (1) Synergy scores: CSS=1.88, Synergy_ZIP=-6.54, Synergy_Bliss=-9.99, Synergy_Loewe=-20.0, Synergy_HSA=-11.3. Drug 1: C1CCC(CC1)NC(=O)N(CCCl)N=O. Drug 2: C(CN)CNCCSP(=O)(O)O. Cell line: SNB-75. (2) Drug 1: CCC(=C(C1=CC=CC=C1)C2=CC=C(C=C2)OCCN(C)C)C3=CC=CC=C3.C(C(=O)O)C(CC(=O)O)(C(=O)O)O. Drug 2: C1=CC=C(C=C1)NC(=O)CCCCCCC(=O)NO. Cell line: 786-0. Synergy scores: CSS=2.00, Synergy_ZIP=-1.42, Synergy_Bliss=-2.43, Synergy_Loewe=-6.78, Synergy_HSA=-3.35. (3) Drug 1: C1=CC=C(C=C1)NC(=O)CCCCCCC(=O)NO. Drug 2: C1CNP(=O)(OC1)N(CCCl)CCCl. Cell line: 786-0. Synergy scores: CSS=6.69, Synergy_ZIP=-2.75, Synergy_Bliss=-1.85, Synergy_Loewe=-40.2, Synergy_HSA=-0.979. (4) Drug 2: CN1C2=C(C=C(C=C2)N(CCCl)CCCl)N=C1CCCC(=O)O.Cl. Synergy scores: CSS=19.9, Synergy_ZIP=-0.339, Synergy_Bliss=3.73, Synergy_Loewe=-16.8, Synergy_HSA=2.04. Drug 1: CC1CCC2CC(C(=CC=CC=CC(CC(C(=O)C(C(C(=CC(C(=O)CC(OC(=O)C3CCCCN3C(=O)C(=O)C1(O2)O)C(C)CC4CCC(C(C4)OC)OCCO)C)C)O)OC)C)C)C)OC. Cell line: MDA-MB-435. (5) Drug 1: CC1=CC2C(CCC3(C2CCC3(C(=O)C)OC(=O)C)C)C4(C1=CC(=O)CC4)C. Drug 2: C1=CC(=CC=C1CCCC(=O)O)N(CCCl)CCCl. Cell line: SNB-19. Synergy scores: CSS=14.2, Synergy_ZIP=-1.33, Synergy_Bliss=3.30, Synergy_Loewe=-14.5, Synergy_HSA=-3.56.